Task: Predict which catalyst facilitates the given reaction.. Dataset: Catalyst prediction with 721,799 reactions and 888 catalyst types from USPTO (1) Reactant: C(Cl)(=O)C(Cl)=O.CS(C)=O.[CH3:11][C:12]1([CH3:32])[CH2:21][CH2:20][C:19]([CH3:23])([CH3:22])[C:18]2[CH:17]=[C:16]([CH:24]([CH2:27][CH2:28][CH2:29][CH2:30][CH3:31])[CH2:25][OH:26])[CH:15]=[CH:14][C:13]1=2.C(N(CC)CC)C. Product: [CH3:11][C:12]1([CH3:32])[CH2:21][CH2:20][C:19]([CH3:22])([CH3:23])[C:18]2[CH:17]=[C:16]([CH:24]([CH2:27][CH2:28][CH2:29][CH2:30][CH3:31])[CH:25]=[O:26])[CH:15]=[CH:14][C:13]1=2. The catalyst class is: 2. (2) Reactant: [Br:1][C:2]1[CH:9]=[CH:8][C:5]([CH2:6]Br)=[CH:4][CH:3]=1.[NH:10]1[CH2:15][CH2:14][NH:13][CH2:12][CH2:11]1. Product: [Br:1][C:2]1[CH:9]=[CH:8][C:5]([CH2:6][N:10]2[CH2:15][CH2:14][NH:13][CH2:12][CH2:11]2)=[CH:4][CH:3]=1. The catalyst class is: 1.